Dataset: Forward reaction prediction with 1.9M reactions from USPTO patents (1976-2016). Task: Predict the product of the given reaction. (1) Given the reactants C(C1C=C(OC)C=C(C2C(O)=C([C:21]([CH3:24])([CH3:23])C)C=C(OC)C=2)C=1O)(C)(C)C.P(Cl)([O-])[O-].[CH:31]([NH:34][CH:35](C)[CH3:36])([CH3:33])[CH3:32], predict the reaction product. The product is: [C:31](#[N:34])[CH3:32].[CH:31]([N:34]([CH:21]([CH3:23])[CH3:24])[CH2:35][CH3:36])([CH3:33])[CH3:32]. (2) Given the reactants N[C:2]1[CH:3]=[N:4][CH:5]=[CH:6][C:7]=1[C:8]([F:11])([F:10])[F:9].N([O-])=[O:13].[Na+].C(=O)(O)[O-].[Na+], predict the reaction product. The product is: [F:9][C:8]([F:11])([F:10])[C:7]1[CH:6]=[CH:5][N:4]=[CH:3][C:2]=1[OH:13].